This data is from Catalyst prediction with 721,799 reactions and 888 catalyst types from USPTO. The task is: Predict which catalyst facilitates the given reaction. (1) Reactant: Br[C:2]1[CH:3]=[C:4]([CH:8]=[C:9]([CH2:11][O:12][C:13]2[CH:18]=[CH:17][CH:16]=[CH:15][C:14]=2[CH2:19][C:20]([O:22][CH3:23])=[O:21])[CH:10]=1)[C:5]([OH:7])=[O:6].[OH:24][CH2:25][C@@H:26]([NH:42][C:43](=[O:49])[O:44][C:45]([CH3:48])([CH3:47])[CH3:46])[C:27]1[CH:32]=[CH:31][CH:30]=[C:29](B2OC(C)(C)C(C)(C)O2)[CH:28]=1.O. Product: [C:45]([O:44][C:43]([NH:42][C@@H:26]([C:27]1[CH:32]=[C:31]([C:2]2[CH:10]=[C:9]([CH2:11][O:12][C:13]3[CH:18]=[CH:17][CH:16]=[CH:15][C:14]=3[CH2:19][C:20]([O:22][CH3:23])=[O:21])[CH:8]=[C:4]([C:5]([OH:7])=[O:6])[CH:3]=2)[CH:30]=[CH:29][CH:28]=1)[CH2:25][OH:24])=[O:49])([CH3:48])([CH3:46])[CH3:47]. The catalyst class is: 628. (2) Reactant: C([OH:14])(C1C=CC=CC=1)C1C=CC=CC=1.[C:15]1(=[O:30])[CH2:29][CH2:28][CH2:27][CH2:26][CH2:25][CH2:24][CH2:23][CH2:22][CH2:21][CH2:20][CH2:19][CH2:18][CH2:17][CH2:16]1.ON1C(=O)C2=CC=CC=C2C1=O.N(C(C)(C)C#N)=NC(C)(C)C#N.O=O.FC(F)(F)C(O)C(F)(F)F.C1(C)C=CC(S(O)(=O)=O)=CC=1. Product: [CH2:23]1[CH2:24][CH2:25][CH2:26][CH2:27][CH2:28][CH2:29][C:15](=[O:14])[O:30][CH2:16][CH2:17][CH2:18][CH2:19][CH2:20][CH2:21][CH2:22]1.[C:15]1(=[O:30])[CH2:29][CH2:28][CH2:27][CH2:26][CH2:25][CH2:24][CH2:23][CH2:22][CH2:21][CH2:20][CH2:19][CH2:18][CH2:17][CH2:16]1. The catalyst class is: 10. (3) Reactant: [CH2:1]([C:5]1[C:9]([CH2:10][N:11]2C(=O)C3C(=CC=CC=3)C2=O)=[C:8]([CH3:22])[O:7][N:6]=1)[CH2:2][CH2:3][CH3:4].O.NN. Product: [CH2:1]([C:5]1[C:9]([CH2:10][NH2:11])=[C:8]([CH3:22])[O:7][N:6]=1)[CH2:2][CH2:3][CH3:4]. The catalyst class is: 5. (4) Reactant: [O:1]=[C:2]1[C:6]2([CH2:11][CH2:10][N:9]([C:12]([O:14][C:15]([CH3:18])([CH3:17])[CH3:16])=[O:13])[CH2:8][CH2:7]2)[N:5]([C:19]2[CH:24]=[CH:23][CH:22]=[CH:21][CH:20]=2)[CH2:4][NH:3]1.C(=O)([O-])[O-].[K+].[K+].[CH2:31]([O:33][C:34](=[O:39])[CH2:35][CH2:36][CH2:37]Br)[CH3:32]. Product: [CH2:31]([O:33][C:34](=[O:39])[CH2:35][CH2:36][CH2:37][N:3]1[C:2](=[O:1])[C:6]2([CH2:7][CH2:8][N:9]([C:12]([O:14][C:15]([CH3:18])([CH3:17])[CH3:16])=[O:13])[CH2:10][CH2:11]2)[N:5]([C:19]2[CH:20]=[CH:21][CH:22]=[CH:23][CH:24]=2)[CH2:4]1)[CH3:32]. The catalyst class is: 42.